Task: Predict the reaction yield, written as a fraction of the theoretical maximum amount of product (1.0 means a 100% yield; for example, 0.34 means a 34% yield).. Dataset: Reaction yield outcomes from USPTO patents with 853,638 reactions (1) The reactants are [F:1][C:2]1[CH:3]=[C:4]2[C:8](=[CH:9][CH:10]=1)[N:7]([CH2:11][CH2:12][NH:13][C:14](=[O:22])[C@@H:15]([NH2:21])[CH2:16][C:17]([CH3:20])([CH3:19])[CH3:18])[CH2:6][CH2:5]2.Cl[C:24]1[CH:29]=[N:28][CH:27]=[CH:26][N:25]=1.C(=O)([O-])[O-].[K+].[K+]. The catalyst is CN(C=O)C.[Cu]I. The product is [F:1][C:2]1[CH:3]=[C:4]2[C:8](=[CH:9][CH:10]=1)[N:7]([CH2:11][CH2:12][NH:13][C:14](=[O:22])[C@@H:15]([NH:21][C:24]1[CH:29]=[N:28][CH:27]=[CH:26][N:25]=1)[CH2:16][C:17]([CH3:18])([CH3:19])[CH3:20])[CH2:6][CH2:5]2. The yield is 0.320. (2) The reactants are [Br:1][C:2]1[CH:3]=[C:4]2[C:9](=[CH:10][CH:11]=1)[N:8]=[CH:7][C:6]([C:12]([CH:14]1[CH2:16][CH2:15]1)=[O:13])=[C:5]2Cl.[NH2:18][C@H:19]1[CH2:24][CH2:23][C@H:22]([NH:25][C:26](=[O:32])[O:27][C:28]([CH3:31])([CH3:30])[CH3:29])[CH2:21][CH2:20]1. No catalyst specified. The product is [Br:1][C:2]1[CH:3]=[C:4]2[C:9](=[CH:10][CH:11]=1)[N:8]=[CH:7][C:6]([C:12]([CH:14]1[CH2:16][CH2:15]1)=[O:13])=[C:5]2[NH:18][C@H:19]1[CH2:24][CH2:23][C@H:22]([NH:25][C:26](=[O:32])[O:27][C:28]([CH3:30])([CH3:29])[CH3:31])[CH2:21][CH2:20]1. The yield is 0.560.